From a dataset of Full USPTO retrosynthesis dataset with 1.9M reactions from patents (1976-2016). Predict the reactants needed to synthesize the given product. (1) Given the product [Cl:27][C:24]1[CH:25]=[CH:26][C:21]([C@H:6]2[C@H:5]([OH:4])[C@@H:10]([OH:11])[C@H:9]([OH:15])[C@@H:8]([S:19][CH3:20])[O:7]2)=[CH:22][C:23]=1[CH2:28][C:29]1[CH:38]=[CH:37][C:32]2[O:33][CH2:34][CH2:35][O:36][C:31]=2[CH:30]=1, predict the reactants needed to synthesize it. The reactants are: C([O:4][C@@H:5]1[C@@H:10]([O:11]C(=O)C)[C@H:9]([O:15]C(=O)C)[C@@H:8]([S:19][CH3:20])[O:7][C@H:6]1[C:21]1[CH:26]=[CH:25][C:24]([Cl:27])=[C:23]([CH2:28][C:29]2[CH:38]=[CH:37][C:32]3[O:33][CH2:34][CH2:35][O:36][C:31]=3[CH:30]=2)[CH:22]=1)(=O)C.C[O-].[Na+]. (2) The reactants are: [C:1]([O:5][C:6]([NH:8][C@H:9]([CH2:29][OH:30])[CH2:10][C:11]1[CH:28]=[CH:27][C:14]([O:15][CH2:16][C:17]2[CH:26]=[CH:25][C:20]([C:21]([O:23][CH3:24])=[O:22])=[CH:19][CH:18]=2)=[CH:13][CH:12]=1)=[O:7])([CH3:4])([CH3:3])[CH3:2].CC(OI1(OC(C)=O)(OC(C)=O)OC(=O)C2C=CC=CC1=2)=O. Given the product [C:1]([O:5][C:6]([NH:8][C@H:9]([CH:29]=[O:30])[CH2:10][C:11]1[CH:28]=[CH:27][C:14]([O:15][CH2:16][C:17]2[CH:18]=[CH:19][C:20]([C:21]([O:23][CH3:24])=[O:22])=[CH:25][CH:26]=2)=[CH:13][CH:12]=1)=[O:7])([CH3:4])([CH3:3])[CH3:2], predict the reactants needed to synthesize it. (3) Given the product [C:1]1([C:7]2[NH:11][C:10]([C:12]3[CH:13]=[C:14]4[C:19](=[CH:20][CH:21]=3)[CH:18]=[C:17]([O:22][CH2:24][C:25]#[N:26])[CH:16]=[CH:15]4)=[CH:9][CH:8]=2)[CH:2]=[CH:3][CH:4]=[CH:5][CH:6]=1, predict the reactants needed to synthesize it. The reactants are: [C:1]1([C:7]2[NH:11][C:10]([C:12]3[CH:13]=[C:14]4[C:19](=[CH:20][CH:21]=3)[CH:18]=[C:17]([OH:22])[CH:16]=[CH:15]4)=[CH:9][CH:8]=2)[CH:6]=[CH:5][CH:4]=[CH:3][CH:2]=1.Br[CH2:24][C:25]#[N:26].C(=O)([O-])[O-].[Cs+].[Cs+]. (4) Given the product [CH3:1][N:2]([C:3]1[CH:4]=[CH:5][C:6]([N+:9]([O-:11])=[O:10])=[CH:7][CH:8]=1)[C:12](=[O:13])[O:14][C:15]([CH3:18])([CH3:17])[CH3:16], predict the reactants needed to synthesize it. The reactants are: [CH3:1][NH:2][C:3]1[CH:8]=[CH:7][C:6]([N+:9]([O-:11])=[O:10])=[CH:5][CH:4]=1.[C:12](O[C:12]([O:14][C:15]([CH3:18])([CH3:17])[CH3:16])=[O:13])([O:14][C:15]([CH3:18])([CH3:17])[CH3:16])=[O:13].C(OCC)(=O)C. (5) Given the product [Cl:20][C:21]1[CH:26]=[CH:25][C:24]([C:11]2[S:12][C:8]([C:6]([C:2]3[O:1][CH:5]=[CH:4][CH:3]=3)=[O:7])=[CH:9][C:10]=2[CH2:13][C:14]([O:16][CH:17]([CH3:19])[CH3:18])=[O:15])=[C:23]([F:28])[CH:22]=1, predict the reactants needed to synthesize it. The reactants are: [O:1]1[CH:5]=[CH:4][CH:3]=[C:2]1[C:6]([C:8]1[S:12][CH:11]=[C:10]([CH2:13][C:14]([O:16][CH:17]([CH3:19])[CH3:18])=[O:15])[CH:9]=1)=[O:7].[Cl:20][C:21]1[CH:26]=[CH:25][C:24](I)=[C:23]([F:28])[CH:22]=1.[F-].[K+].O. (6) Given the product [CH2:1]([C:3]1[CH:11]=[CH:10][C:9]2[N:8]([CH2:27][CH2:26][C:23]3[CH:22]=[N:21][C:20]([CH3:19])=[N:25][CH:24]=3)[C:7]3[CH2:12][CH2:13][N:14]([CH3:16])[CH2:15][C:6]=3[C:5]=2[CH:4]=1)[CH3:2], predict the reactants needed to synthesize it. The reactants are: [CH2:1]([C:3]1[CH:11]=[CH:10][C:9]2[NH:8][C:7]3[CH2:12][CH2:13][N:14]([CH3:16])[CH2:15][C:6]=3[C:5]=2[CH:4]=1)[CH3:2].[OH-].[K+].[CH3:19][C:20]1[N:25]=[CH:24][C:23]([CH:26]=[CH2:27])=[CH:22][N:21]=1. (7) Given the product [Cl:1][C:2]1[CH:3]=[CH:4][C:5]([O:24][CH2:25][C:26]2[CH:27]=[CH:28][CH:29]=[CH:30][CH:31]=2)=[C:6]([C:8]2[N:9]([C:14]3[CH:15]=[C:16]([S:20]([NH:23][C:32](=[O:34])[CH3:33])(=[O:22])=[O:21])[CH:17]=[CH:18][CH:19]=3)[C:10]([CH3:13])=[CH:11][CH:12]=2)[CH:7]=1, predict the reactants needed to synthesize it. The reactants are: [Cl:1][C:2]1[CH:3]=[CH:4][C:5]([O:24][CH2:25][C:26]2[CH:31]=[CH:30][CH:29]=[CH:28][CH:27]=2)=[C:6]([C:8]2[N:9]([C:14]3[CH:15]=[C:16]([S:20]([NH2:23])(=[O:22])=[O:21])[CH:17]=[CH:18][CH:19]=3)[C:10]([CH3:13])=[CH:11][CH:12]=2)[CH:7]=1.[C:32](OC(=O)C)(=[O:34])[CH3:33].N1C=CC=CC=1.CN(C1C=CC=CN=1)C.